From a dataset of Full USPTO retrosynthesis dataset with 1.9M reactions from patents (1976-2016). Predict the reactants needed to synthesize the given product. (1) Given the product [Br:1][C:2]1[C:3]([OH:22])=[CH:4][CH:5]=[C:6]2[C:11]=1[C:10]([C:12]#[N:13])=[CH:9][C:8]([C:14]1[CH:19]=[CH:18][C:17]([OH:20])=[CH:16][CH:15]=1)=[CH:7]2, predict the reactants needed to synthesize it. The reactants are: [Br:1][C:2]1[C:3]([OH:22])=[CH:4][CH:5]=[C:6]2[C:11]=1[C:10]([C:12]#[N:13])=[CH:9][C:8]([C:14]1[CH:19]=[CH:18][C:17]([O:20]C)=[CH:16][CH:15]=1)=[CH:7]2.B(Br)(Br)Br. (2) The reactants are: FC1C=CC=C2C=1N(C[CH:12]1[CH2:17][CH2:16][N:15](C(C)C)[CH2:14][CH2:13]1)CC12C2=CC3OCOC=3C=C2OC1.N1CCC([CH2:38][N:39]2[C:47]3[C:42](=[CH:43][CH:44]=[CH:45][CH:46]=3)[C:41]3([C:51]4=[CH:52][C:53]5[O:57][CH2:56][O:55][C:54]=5[CH:58]=[C:50]4[O:49][CH2:48]3)[C:40]2=[O:59])CC1.Br[C:61]1C=CC=C[N:62]=1.BrC1C=CC=CC=1. Given the product [N:15]1[CH:14]=[CH:13][CH:12]=[CH:17][C:16]=1[NH:62][CH2:61][CH2:38][N:39]1[C:47]2[C:42](=[CH:43][CH:44]=[CH:45][CH:46]=2)[C:41]2([C:51]3=[CH:52][C:53]4[O:57][CH2:56][O:55][C:54]=4[CH:58]=[C:50]3[O:49][CH2:48]2)[C:40]1=[O:59], predict the reactants needed to synthesize it. (3) Given the product [CH:20]([O:33][C:2]1[CH:11]=[C:10]2[C:5]([CH:6]=[C:7]([NH:12][C:13]([CH:15]3[CH2:17][CH2:16]3)=[O:14])[N:8]=[CH:9]2)=[CH:4][CH:3]=1)([CH3:21])[CH3:19], predict the reactants needed to synthesize it. The reactants are: I[C:2]1[CH:11]=[C:10]2[C:5]([CH:6]=[C:7]([NH:12][C:13]([CH:15]3[CH2:17][CH2:16]3)=[O:14])[N:8]=[CH:9]2)=[CH:4][CH:3]=1.N1C2C(=CC=C3C=2N=CC=C3)[CH:21]=[CH:20][CH:19]=1.C(=O)([O-])[O-:33].[Cs+].[Cs+]. (4) Given the product [Cl:43][C:39]1[CH:40]=[CH:41][CH:42]=[C:2]([Cl:1])[C:3]=1[CH2:4][C:5]1[C:10]2[N:11]=[CH:12][NH:13][C:9]=2[C:8]([C:22]([NH2:23])=[O:45])=[C:7]([NH:24][C:25]2[CH:30]=[CH:29][C:28]([CH2:31][N:32]3[CH2:36][CH2:35][CH2:34][CH2:33]3)=[CH:27][C:26]=2[O:37][CH3:38])[N:6]=1, predict the reactants needed to synthesize it. The reactants are: [Cl:1][C:2]1[CH:42]=[CH:41][CH:40]=[C:39]([Cl:43])[C:3]=1[CH2:4][C:5]1[C:10]2[N:11]=[CH:12][N:13](COCC[Si](C)(C)C)[C:9]=2[C:8]([C:22]#[N:23])=[C:7]([NH:24][C:25]2[CH:30]=[CH:29][C:28]([CH2:31][N:32]3[CH2:36][CH2:35][CH2:34][CH2:33]3)=[CH:27][C:26]=2[O:37][CH3:38])[N:6]=1.C(=O)(O)[O-:45].[Na+]. (5) Given the product [F:25][C:26]([F:31])([F:30])[C:27]([OH:29])=[O:28].[F:24][C:22]1[CH:23]=[C:19]([C:16]2[N:15]=[C:14]([C@H:10]3[CH2:11][CH2:12][CH2:13][NH:8][CH2:9]3)[O:18][N:17]=2)[NH:20][CH:21]=1, predict the reactants needed to synthesize it. The reactants are: C(OC([N:8]1[CH2:13][CH2:12][CH2:11][C@H:10]([C:14]2[O:18][N:17]=[C:16]([C:19]3[NH:20][CH:21]=[C:22]([F:24])[CH:23]=3)[N:15]=2)[CH2:9]1)=O)(C)(C)C.[F:25][C:26]([F:31])([F:30])[C:27]([OH:29])=[O:28]. (6) The reactants are: CS(O[CH2:6][CH2:7][CH2:8][O:9][C:10]1[C:15]([CH3:16])=[CH:14][C:13]([C:17]2[N:21]=[C:20]([C:22]3[CH:27]=[C:26]([O:28][CH3:29])[N:25]=[C:24]([CH:30]4[CH2:34][CH2:33][CH2:32][CH2:31]4)[CH:23]=3)[O:19][N:18]=2)=[CH:12][C:11]=1[CH2:35][CH3:36])(=O)=O.[NH3:37]. Given the product [CH:30]1([C:24]2[CH:23]=[C:22]([C:20]3[O:19][N:18]=[C:17]([C:13]4[CH:14]=[C:15]([CH3:16])[C:10]([O:9][CH2:8][CH2:7][CH2:6][NH2:37])=[C:11]([CH2:35][CH3:36])[CH:12]=4)[N:21]=3)[CH:27]=[C:26]([O:28][CH3:29])[N:25]=2)[CH2:34][CH2:33][CH2:32][CH2:31]1, predict the reactants needed to synthesize it.